This data is from Experimentally validated miRNA-target interactions with 360,000+ pairs, plus equal number of negative samples. The task is: Binary Classification. Given a miRNA mature sequence and a target amino acid sequence, predict their likelihood of interaction. (1) The miRNA is mmu-miR-3088-3p with sequence UUCAUGAGCAGCUGCAAAGGUGU. The protein sequence of the target gene is MSKMDGLSTGEEEDSTFTSISLEDDTDHSLKSWRSRAESLLPKMMNADMDAVDAENQVELEEKTRLINQVLELQHTLEDLSARVDAVKEENLKLKSENQVLGQYIENLMSASSVFQTTDTKSKRK. Result: 1 (interaction). (2) The miRNA is hsa-miR-5189-3p with sequence UGCCAACCGUCAGAGCCCAGA. The protein sequence of the target gene is MAMIELGFGRQNFHPLKRKSSLLLKLIAVVFAVLLFCEFLIYYLAIFQCNWPEVKTTASDGEQTTREPVLKAMFLADTHLLGEFLGHWLDKLRREWQMERAFQTALWLLQPEVVFILGDIFDEGKWSTPEAWADDVERFQKMFRHPSHVQLKVVAGNHDIGFHYEMNTYKVERFEKVFSSERLFSWKGINFVMVNSVALNGDGCGICSETEAELIEVSHRLNCSREARGSSRCGPGPLLPTSAPVLLQHYPLYRRSDANCSGEDAAPAEERDIPFKENYDVLSREASQKLLWWLQPRLVL.... Result: 0 (no interaction). (3) The miRNA is hsa-miR-642b-3p with sequence AGACACAUUUGGAGAGGGACCC. The protein sequence of the target gene is MTAASRANPYSIVSSEEDGLHLVTMSGANGFGNGKVHTRRRCRNRFVKKNGQCNIEFANMDEKSQRYLADMFTTCVDIRWRYMLLIFSLAFLASWLLFGIIFWVIAVAHGDLEPAEGRGRTPCVMQVHGFMAAFLFSIETQTTIGYGLRCVTEECPVAVFMVVAQSIVGCIIDSFMIGAIMAKMARPKKRAQTLLFSHNAVVALRDGKLCLMWRVGNLRKSHIVEAHVRAQLIKPRVTEEGEYIPLDQIDIDVGFDKGLDRIFLVSPITILHEIDEASPLFGISRQDLETDDFEIVVILE.... Result: 1 (interaction). (4) The miRNA is hsa-miR-1304-3p with sequence UCUCACUGUAGCCUCGAACCCC. The protein sequence of the target gene is MASSPWGCVCGLLLLLLPLLGTGPALGRGFPRPLENSEIPMIPGAHPKGSVGSEPQAFDVFPENPRADSHRNSDVRHAPAEEMPEKPVASPLGPALYGPKAAQGAQRERLPVTDDLQMAQGPSSHGWTGPLDSQELLQQEAVAPHPVGHPHLTFIPTTPRRQLRVATVPPSLQHEGQEGQWPPRDEGLKAKTKSRVPPTSPSDHQGPPHTLVSHSGTVKRPVLEGQGGFEEHLQEAAQGPHFTQQDPAAPDVGSVPPVEVVYSQEPGAQPDLALARSLPPAEELPVETPKRAGAEVSWEV.... Result: 1 (interaction). (5) The miRNA is hsa-miR-190a-5p with sequence UGAUAUGUUUGAUAUAUUAGGU. The protein sequence of the target gene is MEPAAAATVQRLPELGREDRASAPAAAAAAAAAAAAAAAALAAAAGGGRSPEPALTPAAPSGGNGSGSGAREEAPGEAPPGPLPGRAGGAGRRRRRGAPQPIAGGAAPVPGAGGGANSLLLRRGRLKRNLSAAAAAASSSSSSSAAAASHSPGAAGLPASCSASASLCTRSLDRKTLLLKHRQTLQLQPSDRDWVRHQLQRGCVHVFDRHMASTYLRPVLCTLDTTAGEVAARLLQLGHKGGGVVKVLGQGPGAAAAREPAEPPPEAGPRLAPPEPRDSEVPPARSAPGAFGGPPRAPPA.... Result: 1 (interaction). (6) The miRNA is mmu-miR-2861 with sequence GGGGCCUGGCGGCGGGCGG. Result: 0 (no interaction). The protein sequence of the target gene is MIRLGAPQSLVLLTLLIAAVLRCQGQDAQEAGSCLQNGQRYKDKDVWKPSSCRICVCDTGNVLCDDIICEDPDCLNPEIPFGECCPICPADLATASGKLGPKGQKGEPGDIRDIIGPRGPPGPQGPAGEQGPRGDRGDKGEKGAPGPRGRDGEPGTPGNPGPAGPPGPPGPPGLSAGNFAAQMAGGYDEKAGGAQMGVMQGPMGPMGPRGPPGPAGAPGPQGFQGNPGEPGEPGVSGPMGPRGPPGPAGKPGDDGEAGKPGKSGERGLPGPQGARGFPGTPGLPGVKGHRGYPGLDGAKG.... (7) The miRNA is mmu-miR-202-5p with sequence UUCCUAUGCAUAUACUUCUUU. The protein sequence of the target gene is MAVQESAAQLSMTLKVQEYPTLKVPYETLNKRFRAAQKNIDRETSHVTMVVAELEKTLSSCPAVDSVVSLLDGVVEKLSVLKRKAVESIQAEDESAKLCKRRIEHLKEHSSDQPAAASMWKRKRMDRMMVEHLLRCGYYNTAVKLARQSGIEDLVNIEMFLTAKEVEESLERRETATCLAWCHDNKSRLRKMKSCLEFSLRIQEFIELVRQNKRLDAVRHARKHFSQAEGSQLDEVRQVMGMLAFPPDTHISPYKDLLDPARWRMLIQQFRYDNYRLHQLGNSSVFTLTLQAGLSAIKTP.... Result: 0 (no interaction).